Dataset: Forward reaction prediction with 1.9M reactions from USPTO patents (1976-2016). Task: Predict the product of the given reaction. (1) Given the reactants I[C:2]1[C:7]([O:8][CH3:9])=[CH:6][CH:5]=[CH:4][C:3]=1[O:10][CH3:11].[Li]CCCC.[C:17]([S:21]([N:23]=[CH:24][CH2:25][CH2:26][CH2:27][CH2:28][C:29]([O:31][CH2:32][CH3:33])=[O:30])=[O:22])([CH3:20])([CH3:19])[CH3:18].[NH4+].[Cl-], predict the reaction product. The product is: [CH3:11][O:10][C:3]1[CH:4]=[CH:5][CH:6]=[C:7]([O:8][CH3:9])[C:2]=1[CH:24]([NH:23][S:21]([C:17]([CH3:18])([CH3:20])[CH3:19])=[O:22])[CH2:25][CH2:26][CH2:27][CH2:28][C:29]([O:31][CH2:32][CH3:33])=[O:30]. (2) The product is: [NH2:1][CH2:2][C:3]1[CH:4]=[C:5]2[C:11]([C:12]3[CH:13]=[C:14]([NH:18][CH:19]([CH:28]([CH3:30])[CH3:29])[C:20]([NH:22][CH2:23][C:24]([F:25])([F:26])[F:27])=[O:21])[CH:15]=[N:16][CH:17]=3)=[CH:10][NH:9][C:6]2=[N:7][CH:8]=1. Given the reactants [NH2:1][CH2:2][C:3]1[CH:4]=[C:5]2[C:11]([C:12]3[CH:13]=[C:14]([NH:18][CH:19]([CH:28]([CH3:30])[CH3:29])[C:20]([NH:22][CH2:23][C:24]([F:27])([F:26])[F:25])=[O:21])[CH:15]=[N:16][CH:17]=3)=[CH:10][N:9](COCC[Si](C)(C)C)[C:6]2=[N:7][CH:8]=1.C(O)(C(F)(F)F)=O.[OH-].[Na+].C(N)CN, predict the reaction product. (3) Given the reactants [Br:1][C:2]1[CH:11]=[C:10]2[C:5]([CH2:6][CH2:7][N:8]([C:17](=[O:37])[C:18]([N:20]([C:33]([CH3:36])([CH3:35])[CH3:34])[CH2:21][CH2:22][CH2:23][CH2:24][CH2:25][C:26]#[C:27][C:28]3[S:32][CH:31]=[N:30][CH:29]=3)=[O:19])[CH:9]2[C:12]([O:14]CC)=[O:13])=[CH:4][C:3]=1[O:38][CH3:39].[OH-].[K+].Cl, predict the reaction product. The product is: [Br:1][C:2]1[CH:11]=[C:10]2[C:5]([CH2:6][CH2:7][N:8]([C:17](=[O:37])[C:18]([N:20]([C:33]([CH3:34])([CH3:35])[CH3:36])[CH2:21][CH2:22][CH2:23][CH2:24][CH2:25][C:26]#[C:27][C:28]3[S:32][CH:31]=[N:30][CH:29]=3)=[O:19])[CH:9]2[C:12]([OH:14])=[O:13])=[CH:4][C:3]=1[O:38][CH3:39]. (4) Given the reactants [NH2:1][C:2]1[CH:3]=[C:4]2[C:9](=[C:10]([CH3:12])[CH:11]=1)[CH:8]=[N:7][C:6]([NH:13][C:14]([NH:16][CH2:17][CH3:18])=[O:15])=[CH:5]2.[CH:19](=O)[CH2:20][CH3:21], predict the reaction product. The product is: [CH2:17]([NH:16][C:14]([NH:13][C:6]1[N:7]=[CH:8][C:9]2[C:4]([CH:5]=1)=[CH:3][C:2]([NH:1][CH2:19][CH2:20][CH3:21])=[CH:11][C:10]=2[CH3:12])=[O:15])[CH3:18]. (5) Given the reactants [NH2:1][C:2]1[N:10]=[CH:9][C:8]([F:11])=[CH:7][C:3]=1[C:4](O)=[O:5].[NH2:12][C:13](N)=[O:14].[OH-].[Na+].C(=O)=O, predict the reaction product. The product is: [F:11][C:8]1[CH:9]=[N:10][C:2]2[N:1]=[C:13]([OH:14])[N:12]=[C:4]([OH:5])[C:3]=2[CH:7]=1. (6) Given the reactants C[O:2][C:3](=[O:36])[C:4]1[CH:9]=[CH:8][CH:7]=[C:6]([NH:10][C:11]2[N:16]3[N:17]=[CH:18][C:19]([CH2:20][CH2:21][CH2:22][CH2:23][C:24]([O:26]C)=[O:25])=[C:15]3[N:14]=[C:13]([NH:28][C:29]3[CH:34]=[CH:33][CH:32]=[C:31]([NH2:35])[CH:30]=3)[CH:12]=2)[CH:5]=1.[OH-].[Na+], predict the reaction product. The product is: [NH2:35][C:31]1[CH:30]=[C:29]([NH:28][C:13]2[CH:12]=[C:11]([NH:10][C:6]3[CH:5]=[C:4]([CH:9]=[CH:8][CH:7]=3)[C:3]([OH:36])=[O:2])[N:16]3[N:17]=[CH:18][C:19]([CH2:20][CH2:21][CH2:22][CH2:23][C:24]([OH:26])=[O:25])=[C:15]3[N:14]=2)[CH:34]=[CH:33][CH:32]=1.